Dataset: Catalyst prediction with 721,799 reactions and 888 catalyst types from USPTO. Task: Predict which catalyst facilitates the given reaction. (1) Reactant: [C:1]([O:5][C:6](=[O:29])[NH:7][C:8]([CH3:28])([CH2:25][CH2:26][CH3:27])[CH2:9][NH:10][C:11]([C:13]1[C:14]([CH3:24])=[N:15][N:16]2[C:21]([OH:22])=[CH:20][C:19]([CH3:23])=[CH:18][C:17]=12)=[O:12])([CH3:4])([CH3:3])[CH3:2].Cl[CH2:31][C:32]1[C:37]([F:38])=[C:36]([O:39][CH3:40])[CH:35]=[CH:34][C:33]=1[F:41].C(=O)([O-])[O-].[Cs+].[Cs+]. Product: [C:1]([O:5][C:6](=[O:29])[NH:7][C:8]([CH3:28])([CH2:25][CH2:26][CH3:27])[CH2:9][NH:10][C:11]([C:13]1[C:14]([CH3:24])=[N:15][N:16]2[C:21]([O:22][CH2:31][C:32]3[C:33]([F:41])=[CH:34][CH:35]=[C:36]([O:39][CH3:40])[C:37]=3[F:38])=[CH:20][C:19]([CH3:23])=[CH:18][C:17]=12)=[O:12])([CH3:4])([CH3:3])[CH3:2]. The catalyst class is: 174. (2) Reactant: Cl.[NH2:2][CH2:3][C:4]1[C:9]([Cl:10])=[N:8][CH:7]=[CH:6][N:5]=1.[F:11][C:12]1[CH:20]=[CH:19][C:15]([C:16](Cl)=[O:17])=[CH:14][CH:13]=1.CCN(C(C)C)C(C)C. Product: [Cl:10][C:9]1[C:4]([CH2:3][NH:2][C:16](=[O:17])[C:15]2[CH:19]=[CH:20][C:12]([F:11])=[CH:13][CH:14]=2)=[N:5][CH:6]=[CH:7][N:8]=1. The catalyst class is: 4. (3) Reactant: [Br:1][C:2]1[C:11]([F:12])=[C:10]2[C:5]([C:6](Cl)=[N:7][C:8]([CH2:13][Cl:14])=[N:9]2)=[CH:4][C:3]=1[Cl:16].[N:17]1([C:23]([O:25][C:26]([CH3:29])([CH3:28])[CH3:27])=[O:24])[CH2:22][CH2:21][NH:20][CH2:19][CH2:18]1. Product: [C:26]([O:25][C:23]([N:17]1[CH2:22][CH2:21][N:20]([C:6]2[C:5]3[C:10](=[C:11]([F:12])[C:2]([Br:1])=[C:3]([Cl:16])[CH:4]=3)[N:9]=[C:8]([CH2:13][Cl:14])[N:7]=2)[CH2:19][CH2:18]1)=[O:24])([CH3:29])([CH3:27])[CH3:28]. The catalyst class is: 41. (4) Reactant: C([O:8][CH2:9][C@H:10]1[N:15]([CH3:16])[C:14](=[O:17])[CH2:13][O:12][CH2:11]1)C1C=CC=CC=1.[H][H]. Product: [OH:8][CH2:9][C@H:10]1[N:15]([CH3:16])[C:14](=[O:17])[CH2:13][O:12][CH2:11]1. The catalyst class is: 19. (5) Reactant: [CH3:1][C@@H:2]1[C@H:6]([CH3:7])[N:5]([C:8]([O:10][C:11]([CH3:14])([CH3:13])[CH3:12])=[O:9])[C@H:4]([C:15]([O:17]CC)=[O:16])[CH2:3]1.CO.[OH-].[Li+].Cl. Product: [C:11]([O:10][C:8]([N:5]1[C@@H:6]([CH3:7])[C@@H:2]([CH3:1])[CH2:3][C@H:4]1[C:15]([OH:17])=[O:16])=[O:9])([CH3:12])([CH3:14])[CH3:13]. The catalyst class is: 20.